Dataset: Full USPTO retrosynthesis dataset with 1.9M reactions from patents (1976-2016). Task: Predict the reactants needed to synthesize the given product. (1) Given the product [S:1](=[O:33])(=[O:32])([O:3][CH2:4][C@H:5]1[CH2:6][C@@H:7]([NH:15][C:16]2[CH:21]=[C:20]([NH:22][C@@H:23]3[C:31]4[C:26](=[CH:27][CH:28]=[CH:29][CH:30]=4)[CH2:25][CH2:24]3)[N:19]=[CH:18][N:17]=2)[C@H:8]([OH:9])[C@@H:12]1[OH:11])[NH2:2], predict the reactants needed to synthesize it. The reactants are: [S:1](=[O:33])(=[O:32])([O:3][CH2:4][C@@H:5]1[C@@H:12]2[C@@H:8]([O:9]C(C)(C)[O:11]2)[C@H:7]([NH:15][C:16]2[CH:21]=[C:20]([NH:22][C@@H:23]3[C:31]4[C:26](=[CH:27][CH:28]=[CH:29][CH:30]=4)[CH2:25][CH2:24]3)[N:19]=[CH:18][N:17]=2)[CH2:6]1)[NH2:2].FC(F)(F)C(O)=O.O. (2) Given the product [C:2]1([C:10]2[CH:15]=[CH:14][CH:13]=[CH:12][CH:11]=2)[CH:9]=[CH:8][CH:7]=[C:4]([CH2:5][OH:6])[CH:3]=1, predict the reactants needed to synthesize it. The reactants are: Br[C:2]1[CH:3]=[C:4]([CH:7]=[CH:8][CH:9]=1)[CH2:5][OH:6].[C:10]1(B(O)O)[CH:15]=[CH:14][CH:13]=[CH:12][CH:11]=1.[O-]P([O-])([O-])=O.[K+].[K+].[K+]. (3) Given the product [Cl:3][C:4]1[CH:9]=[CH:8][CH:7]=[CH:6][C:5]=1[C:10]1[C:18]2[C:13](=[N:14][C:15]([O:40][C:34]3[CH:35]=[CH:36][C:37]([F:39])=[CH:38][C:33]=3[F:32])=[N:16][C:17]=2[O:19][CH2:20][C@H:21]2[CH2:25][O:24][C:23]([CH3:27])([CH3:26])[O:22]2)[NH:12][N:11]=1, predict the reactants needed to synthesize it. The reactants are: [OH-].[K+].[Cl:3][C:4]1[CH:9]=[CH:8][CH:7]=[CH:6][C:5]=1[C:10]1[C:18]2[C:13](=[N:14][C:15](S(C)(=O)=O)=[N:16][C:17]=2[O:19][CH2:20][C@H:21]2[CH2:25][O:24][C:23]([CH3:27])([CH3:26])[O:22]2)[NH:12][N:11]=1.[F:32][C:33]1[CH:38]=[C:37]([F:39])[CH:36]=[CH:35][C:34]=1[OH:40]. (4) Given the product [NH:46]1[C:50]2[CH:51]=[CH:52][C:53]([NH:55][C:13]([C:11]3[CH:10]=[C:9]([N:16]4[CH2:17][CH2:18][O:19][CH2:20][CH2:21]4)[N:8]=[C:7]([N:1]4[CH2:6][CH2:5][O:4][CH2:3][CH2:2]4)[N:12]=3)=[O:14])=[CH:54][C:49]=2[N:48]=[CH:47]1, predict the reactants needed to synthesize it. The reactants are: [N:1]1([C:7]2[N:12]=[C:11]([C:13](O)=[O:14])[CH:10]=[C:9]([N:16]3[CH2:21][CH2:20][O:19][CH2:18][CH2:17]3)[N:8]=2)[CH2:6][CH2:5][O:4][CH2:3][CH2:2]1.CN(C(ON1N=NC2C=CC=NC1=2)=[N+](C)C)C.F[P-](F)(F)(F)(F)F.[NH:46]1[C:50]2[CH:51]=[CH:52][C:53]([NH2:55])=[CH:54][C:49]=2[N:48]=[CH:47]1.C(N(CC)CC)C. (5) Given the product [C:1](=[O:21])([O:7][CH:8]1[C:12]2[CH:13]=[C:14]([CH:19]=[O:20])[C:15]([N:34]3[CH2:33][C@H:32]([CH3:31])[O:37][C@H:36]([CH3:38])[CH2:35]3)=[C:16]([F:17])[C:11]=2[O:10][NH:9]1)[O:2][C:3]([CH3:6])([CH3:5])[CH3:4], predict the reactants needed to synthesize it. The reactants are: [C:1](=[O:21])([O:7][C:8]1[C:12]2[CH:13]=[C:14]([CH:19]=[O:20])[C:15](F)=[C:16]([F:17])[C:11]=2[O:10][N:9]=1)[O:2][C:3]([CH3:6])([CH3:5])[CH3:4].CCN(C(C)C)C(C)C.[CH3:31][C@H:32]1[O:37][C@@H:36]([CH3:38])[CH2:35][NH:34][CH2:33]1. (6) Given the product [ClH:16].[O:1]([C:8]1[CH:9]=[C:10]([CH:13]=[CH:14][CH:15]=1)[CH2:11][NH2:17])[C:2]1[CH:7]=[CH:6][CH:5]=[CH:4][CH:3]=1, predict the reactants needed to synthesize it. The reactants are: [O:1]([C:8]1[CH:9]=[C:10]([CH:13]=[CH:14][CH:15]=1)[CH:11]=O)[C:2]1[CH:7]=[CH:6][CH:5]=[CH:4][CH:3]=1.[ClH:16].[NH2:17]O.Cl.[H][H]. (7) Given the product [NH2:3][C:4]1[N:12]=[C:11]([CH:13]([OH:17])[CH2:14][CH2:15][CH3:16])[N:10]=[C:9]2[C:5]=1[N:6]=[C:7]([Br:1])[N:8]2[CH3:18], predict the reactants needed to synthesize it. The reactants are: [Br:1]Br.[NH2:3][C:4]1[N:12]=[C:11]([CH:13]([OH:17])[CH2:14][CH2:15][CH3:16])[N:10]=[C:9]2[C:5]=1[N:6]=[CH:7][N:8]2[CH3:18].C([O-])(=O)C.S(S([O-])=O)([O-])(=O)=O.[Na+].[Na+].C([O-])([O-])=O.[Na+].[Na+].